From a dataset of Reaction yield outcomes from USPTO patents with 853,638 reactions. Predict the reaction yield, written as a fraction of the theoretical maximum amount of product (1.0 means a 100% yield; for example, 0.34 means a 34% yield). (1) The reactants are [F:1][C:2]1[CH:3]=[C:4]([C@H:10]2[CH2:14][CH2:13][CH2:12][N:11]2[C:15]2[CH:20]=[CH:19][N:18]3[N:21]=[CH:22][C:23]([C:24]([NH:26][CH2:27][CH2:28][CH2:29]O)=[O:25])=[C:17]3[N:16]=2)[C:5]([O:8]C)=[N:6][CH:7]=1.[ClH:31]. No catalyst specified. The product is [Cl:31][CH2:29][CH2:28][CH2:27][NH:26][C:24]([C:23]1[CH:22]=[N:21][N:18]2[CH:19]=[CH:20][C:15]([N:11]3[CH2:12][CH2:13][CH2:14][C@@H:10]3[C:4]3[C:5]([OH:8])=[N:6][CH:7]=[C:2]([F:1])[CH:3]=3)=[N:16][C:17]=12)=[O:25]. The yield is 1.06. (2) The reactants are [Al+3].[Cl-].[Cl-].[Cl-].[C:5]1([CH2:11][CH2:12][CH2:13][CH2:14][CH2:15][CH2:16][CH2:17][CH3:18])[CH:10]=[CH:9][CH:8]=[CH:7][CH:6]=1.[Br:19][CH2:20][C:21](Br)=[O:22]. The yield is 0.570. The product is [Br:19][CH2:20][C:21]([C:8]1[CH:9]=[CH:10][C:5]([CH2:11][CH2:12][CH2:13][CH2:14][CH2:15][CH2:16][CH2:17][CH3:18])=[CH:6][CH:7]=1)=[O:22]. The catalyst is ClCCCl. (3) The reactants are [CH3:1][O:2][CH2:3][CH2:4][O:5][CH2:6][CH2:7]O.C(P(CCCC)CCCC)CCC.[Cl:22][C:23]1[CH:42]=[CH:41][C:26]([NH:27][C:28]2[C:37]3[C:32](=[CH:33][C:34]([OH:40])=[C:35]([O:38][CH3:39])[CH:36]=3)[N:31]=[CH:30][N:29]=2)=[C:25]([F:43])[CH:24]=1.N(C(N1CCCCC1)=O)=NC(N1CCCCC1)=O. The catalyst is C(Cl)Cl.CCOCC. The product is [ClH:22].[Cl:22][C:23]1[CH:42]=[CH:41][C:26]([NH:27][C:28]2[C:37]3[C:32](=[CH:33][C:34]([O:40][CH2:7][CH2:6][O:5][CH2:4][CH2:3][O:2][CH3:1])=[C:35]([O:38][CH3:39])[CH:36]=3)[N:31]=[CH:30][N:29]=2)=[C:25]([F:43])[CH:24]=1. The yield is 0.440. (4) The reactants are [CH2:1]([N:8]1[C:12]([NH2:13])=[CH:11][CH:10]=[N:9]1)[C:2]1[CH:7]=[CH:6][CH:5]=[CH:4][CH:3]=1.[O:14]1[C:18]2([CH2:23][CH2:22][C:21](=O)[CH2:20][CH2:19]2)[O:17][CH2:16][CH2:15]1.C(O[BH-](OC(=O)C)OC(=O)C)(=O)C.[Na+]. The catalyst is C(O)(=O)C. The product is [CH2:1]([N:8]1[C:12]([NH:13][CH:21]2[CH2:22][CH2:23][C:18]3([O:17][CH2:16][CH2:15][O:14]3)[CH2:19][CH2:20]2)=[CH:11][CH:10]=[N:9]1)[C:2]1[CH:3]=[CH:4][CH:5]=[CH:6][CH:7]=1. The yield is 0.780. (5) The reactants are [OH-].[K+].[F:3][C:4]([F:22])([F:21])[C:5]1[N:9]2[N:10]=[C:11]([N:14]3[CH2:19][CH2:18][C:17](=O)[CH2:16][CH2:15]3)[CH2:12][CH2:13][C:8]2=[N:7][N:6]=1.[NH:23]1[C:31]2[C:26](=[CH:27][CH:28]=[CH:29][CH:30]=2)[CH:25]=[CH:24]1. The catalyst is CO. The product is [NH:23]1[C:31]2[C:26](=[CH:27][CH:28]=[CH:29][CH:30]=2)[C:25]([C:17]2[CH2:18][CH2:19][N:14]([C:11]3[CH2:12][CH2:13][C:8]4[N:9]([C:5]([C:4]([F:22])([F:21])[F:3])=[N:6][N:7]=4)[N:10]=3)[CH2:15][CH:16]=2)=[CH:24]1. The yield is 0.400. (6) The reactants are [CH3:1][N:2]1[CH2:7][CH2:6][C:5](=O)[CH2:4][CH2:3]1.[CH3:9][C:10]1[CH:17]=[CH:16][C:13]([CH2:14][NH2:15])=[CH:12][CH:11]=1.C(O)(=O)C.[BH3-]C#N.[Na+]. The catalyst is CO. The product is [CH3:9][C:10]1[CH:17]=[CH:16][C:13]([CH2:14][NH:15][CH:5]2[CH2:6][CH2:7][N:2]([CH3:1])[CH2:3][CH2:4]2)=[CH:12][CH:11]=1. The yield is 0.930.